From a dataset of Catalyst prediction with 721,799 reactions and 888 catalyst types from USPTO. Predict which catalyst facilitates the given reaction. (1) Reactant: [CH:1]1([CH2:4][N:5]2[CH2:14][CH2:13][C:12]3[C:7](=[CH:8][C:9]([C:18]([F:21])([F:20])[F:19])=[CH:10][C:11]=3[N+:15]([O-])=O)[CH2:6]2)[CH2:3][CH2:2]1. Product: [CH:1]1([CH2:4][N:5]2[CH2:14][CH2:13][C:12]3[C:11]([NH2:15])=[CH:10][C:9]([C:18]([F:21])([F:19])[F:20])=[CH:8][C:7]=3[CH2:6]2)[CH2:3][CH2:2]1. The catalyst class is: 19. (2) The catalyst class is: 14. Reactant: [I:1][C:2]1[C:3]([O:23][CH3:24])=[CH:4][C:5]([CH:20]([CH3:22])[CH3:21])=[C:6]([CH:19]=1)[O:7][C:8](=[CH:11]NC1C=CC=CC=1)[C:9]#[N:10].[C:25]([Si:29]([CH3:47])([CH3:46])[O:30][CH2:31][CH:32]([NH:42][C:43]([NH2:45])=[NH:44])[C:33]([CH3:41])([CH3:40])[O:34][SiH2:35][C:36]([CH3:39])([CH3:38])[CH3:37])([CH3:28])([CH3:27])[CH3:26]. Product: [C:25]([Si:29]([CH3:47])([CH3:46])[O:30][CH2:31][CH:32]([NH:42][C:43]1[N:45]=[C:9]([NH2:10])[C:8]([O:7][C:6]2[CH:19]=[C:2]([I:1])[C:3]([O:23][CH3:24])=[CH:4][C:5]=2[CH:20]([CH3:22])[CH3:21])=[CH:11][N:44]=1)[C:33]([CH3:41])([CH3:40])[O:34][SiH2:35][C:36]([CH3:37])([CH3:38])[CH3:39])([CH3:26])([CH3:27])[CH3:28]. (3) Reactant: [Cl:1][C:2]1[C:3]([NH2:16])=[C:4]([CH:12]=[C:13]([Cl:15])[CH:14]=1)[C:5]([NH:7][O:8][CH2:9][CH2:10][OH:11])=O. Product: [Cl:1][C:2]1[C:3]([NH2:16])=[C:4]([C:5]2[O:11][CH2:10][CH2:9][O:8][N:7]=2)[CH:12]=[C:13]([Cl:15])[CH:14]=1. The catalyst class is: 309. (4) Reactant: [OH:1][CH2:2][CH2:3][N:4](C)[C:5](=O)OC(C)(C)C.N1C=CC=CC=1.[C:19]([Cl:26])(=[O:25])[O:20][CH2:21][CH2:22][O:23][CH3:24]. Product: [ClH:26].[C:19](=[O:25])([O:1][CH2:2][CH2:3][NH:4][CH3:5])[O:20][CH2:21][CH2:22][O:23][CH3:24]. The catalyst class is: 13. (5) Reactant: [C:1](=[O:40])(OC1C=CC([N+]([O-])=O)=CC=1)[O:2][C@@H:3]1[CH2:19][C@@H:18]2[C@@:6]([CH3:29])([C@@H:7]3[C@@H:15]([CH2:16][CH2:17]2)[C@:14]2([OH:20])[C@@:10]([CH3:28])([C@@H:11]([C:21]4[CH:22]=[CH:23][C:24](=[O:27])[O:25][CH:26]=4)[CH2:12][CH2:13]2)[CH2:9][CH2:8]3)[CH2:5][CH2:4]1.[NH2:41][CH2:42][CH2:43][CH2:44][C:45]([OH:47])=[O:46].CCN(C(C)C)C(C)C. Product: [OH:20][C@:14]12[CH2:13][CH2:12][C@H:11]([C:21]3[CH:22]=[CH:23][C:24](=[O:27])[O:25][CH:26]=3)[C@@:10]1([CH3:28])[CH2:9][CH2:8][C@H:7]1[C@H:15]2[CH2:16][CH2:17][C@H:18]2[C@:6]1([CH3:29])[CH2:5][CH2:4][C@H:3]([O:2][C:1]([NH:41][CH2:42][CH2:43][CH2:44][C:45]([OH:47])=[O:46])=[O:40])[CH2:19]2. The catalyst class is: 64.